Dataset: Full USPTO retrosynthesis dataset with 1.9M reactions from patents (1976-2016). Task: Predict the reactants needed to synthesize the given product. (1) Given the product [ClH:48].[NH2:39][C@H:29]([CH2:30][C:31]1[CH:32]=[CH:33][C:34]([O:37][CH3:38])=[CH:35][CH:36]=1)[C:28]([N:25]1[CH2:24][CH2:23][CH:22]([N:13]2[N:12]=[C:11]([C:5]3[CH:6]=[CH:7][C:8]([O:9][CH3:10])=[C:3]([O:2][CH3:1])[CH:4]=3)[C@@H:20]3[C@@H:15]([CH2:16][CH2:17][CH2:18][CH2:19]3)[C:14]2=[O:21])[CH2:27][CH2:26]1)=[O:47], predict the reactants needed to synthesize it. The reactants are: [CH3:1][O:2][C:3]1[CH:4]=[C:5]([C:11]2[C@@H:20]3[C@@H:15]([CH2:16][CH2:17][CH2:18][CH2:19]3)[C:14](=[O:21])[N:13]([CH:22]3[CH2:27][CH2:26][N:25]([C:28](=[O:47])[C@H:29]([NH:39]C(=O)OC(C)(C)C)[CH2:30][C:31]4[CH:36]=[CH:35][C:34]([O:37][CH3:38])=[CH:33][CH:32]=4)[CH2:24][CH2:23]3)[N:12]=2)[CH:6]=[CH:7][C:8]=1[O:9][CH3:10].[ClH:48].C(OCC)C. (2) Given the product [CH:1]1([CH2:4][N:5]([C:6]2[CH:11]=[CH:10][C:9]([C:12]#[N:13])=[C:8]([C:14]#[N:15])[CH:7]=2)[CH:17]([CH2:25][CH3:26])[C:18]([O:20][C:21]([CH3:24])([CH3:23])[CH3:22])=[O:19])[CH2:2][CH2:3]1, predict the reactants needed to synthesize it. The reactants are: [CH:1]1([CH2:4][NH:5][C:6]2[CH:7]=[C:8]([C:14]#[N:15])[C:9]([C:12]#[N:13])=[CH:10][CH:11]=2)[CH2:3][CH2:2]1.Br[CH:17]([CH2:25][CH3:26])[C:18]([O:20][C:21]([CH3:24])([CH3:23])[CH3:22])=[O:19]. (3) Given the product [F:1][C:2]1[CH:24]=[CH:23][C:22]([C:25]2[C:26]([CH3:40])=[N:27][C:28]([N:31]3[CH2:34][CH:33]([CH2:35][S:36]([CH3:39])(=[O:38])=[O:37])[CH2:32]3)=[CH:29][CH:30]=2)=[CH:21][C:3]=1[CH2:4][O:5][C:6]1[N:11]=[CH:10][C:9]2[C@@H:12]3[C@@H:15]([C:16]([OH:18])=[O:17])[C@@H:13]3[CH2:14][C:8]=2[CH:7]=1, predict the reactants needed to synthesize it. The reactants are: [F:1][C:2]1[CH:24]=[CH:23][C:22]([C:25]2[C:26]([CH3:40])=[N:27][C:28]([N:31]3[CH2:34][CH:33]([CH2:35][S:36]([CH3:39])(=[O:38])=[O:37])[CH2:32]3)=[CH:29][CH:30]=2)=[CH:21][C:3]=1[CH2:4][O:5][C:6]1[N:11]=[CH:10][C:9]2[C@@H:12]3[C@@H:15]([C:16]([O:18]CC)=[O:17])[C@@H:13]3[CH2:14][C:8]=2[CH:7]=1.O.[Li+].[OH-].Cl. (4) Given the product [N:8]1([C:5]2[CH:6]=[CH:7][C:2]([C:15]#[C:14][CH2:13][OH:16])=[CH:3][CH:4]=2)[CH:12]=[CH:11][CH:10]=[N:9]1, predict the reactants needed to synthesize it. The reactants are: Br[C:2]1[CH:7]=[CH:6][C:5]([N:8]2[CH:12]=[CH:11][CH:10]=[N:9]2)=[CH:4][CH:3]=1.[CH2:13]([OH:16])[C:14]#[CH:15]. (5) The reactants are: I[C:2]1[C:3]([NH2:8])=[N:4][CH:5]=[CH:6][CH:7]=1.[CH3:9][Si:10]([C:13]#[CH:14])([CH3:12])[CH3:11].C(N(CC)C(C)C)(C)C.CN1C(=O)CCC1. Given the product [CH3:9][Si:10]([C:13]#[C:14][C:2]1[C:3]([NH2:8])=[N:4][CH:5]=[CH:6][CH:7]=1)([CH3:12])[CH3:11], predict the reactants needed to synthesize it. (6) Given the product [CH2:15]([N:12]1[C:7]2=[N:8][C:9]([CH2:10][CH3:11])=[C:4]([CH2:3][NH:2][C:29](=[O:30])[CH2:28][C:27]([O:26][CH2:24][CH3:25])=[O:32])[C:5]([NH:17][CH:18]3[CH2:19][CH2:20][O:21][CH2:22][CH2:23]3)=[C:6]2[CH:14]=[N:13]1)[CH3:16], predict the reactants needed to synthesize it. The reactants are: Cl.[NH2:2][CH2:3][C:4]1[C:9]([CH2:10][CH3:11])=[N:8][C:7]2[N:12]([CH2:15][CH3:16])[N:13]=[CH:14][C:6]=2[C:5]=1[NH:17][CH:18]1[CH2:23][CH2:22][O:21][CH2:20][CH2:19]1.[CH2:24]([O:26][C:27](=[O:32])[CH2:28][C:29](O)=[O:30])[CH3:25].CN(C(ON1N=NC2C=CC=CC1=2)=[N+](C)C)C.F[P-](F)(F)(F)(F)F.CCN(CC)CC. (7) Given the product [NH2:19][C:16]1[CH:15]=[CH:14][C:13]([O:22][CH2:23][C:24]([O:26][CH3:27])=[O:25])=[C:12]([C:9]2[CH:10]=[CH:11][C:6]([S:3]([CH2:1][CH3:2])(=[O:5])=[O:4])=[CH:7][CH:8]=2)[C:17]=1[CH3:18], predict the reactants needed to synthesize it. The reactants are: [CH2:1]([S:3]([C:6]1[CH:11]=[CH:10][C:9]([C:12]2[C:17]([CH3:18])=[C:16]([N+:19]([O-])=O)[CH:15]=[CH:14][C:13]=2[O:22][CH2:23][C:24]([OH:26])=[O:25])=[CH:8][CH:7]=1)(=[O:5])=[O:4])[CH3:2].[CH3:27]COC(C)=O.